From a dataset of Catalyst prediction with 721,799 reactions and 888 catalyst types from USPTO. Predict which catalyst facilitates the given reaction. (1) Reactant: [NH2:1][C:2]1[C:3]([C:15]2[CH:20]=[CH:19][CH:18]=[CH:17][CH:16]=2)=[N:4][C:5]2[C:10]([C:11]=1[C:12]([OH:14])=O)=[CH:9][CH:8]=[CH:7][CH:6]=2.[CH:21]1[CH:22]=[CH:23][C:24]2N(O)[N:28]=[N:27][C:25]=2[CH:26]=1.C(N(CC)CC)C.CCN=C=NCCCN(C)C.Cl.C1(NN)C=CC=CC=1. Product: [NH2:1][C:2]1[C:3]([C:15]2[CH:16]=[CH:17][CH:18]=[CH:19][CH:20]=2)=[N:4][C:5]2[C:10]([C:11]=1[C:12]([NH:28][NH:27][C:25]1[CH:26]=[CH:21][CH:22]=[CH:23][CH:24]=1)=[O:14])=[CH:9][CH:8]=[CH:7][CH:6]=2. The catalyst class is: 1. (2) Reactant: Cl[C:2]1[CH:32]=[CH:31][C:5]([C:6]([NH:8][C:9]2[CH:10]=[C:11]([C:15]3[C:24]4[C:19](=[CH:20][C:21]([O:27][CH3:28])=[C:22]([O:25][CH3:26])[CH:23]=4)[N:18]=[C:17]([NH:29][CH3:30])[N:16]=3)[CH:12]=[CH:13][CH:14]=2)=[O:7])=[CH:4][N:3]=1.Cl.[CH3:34][NH:35][CH3:36].C(N(CC)CC)C.C(O)(C)C. Product: [CH3:26][O:25][C:22]1[CH:23]=[C:24]2[C:19](=[CH:20][C:21]=1[O:27][CH3:28])[N:18]=[C:17]([NH:29][CH3:30])[N:16]=[C:15]2[C:11]1[CH:12]=[CH:13][CH:14]=[C:9]([NH:8][C:6](=[O:7])[C:5]2[CH:31]=[CH:32][C:2]([N:35]([CH3:36])[CH3:34])=[N:3][CH:4]=2)[CH:10]=1. The catalyst class is: 362. (3) The catalyst class is: 413. Reactant: [Br:1][C:2]1[CH:3]=[CH:4][C:5]([CH:8]([OH:19])[CH2:9][CH2:10][NH:11][C:12](=[O:18])[O:13][C:14]([CH3:17])([CH3:16])[CH3:15])=[N:6][CH:7]=1.CC(OI1(OC(C)=O)(OC(C)=O)OC(=O)C2C=CC=CC1=2)=O. Product: [Br:1][C:2]1[CH:3]=[CH:4][C:5]([C:8](=[O:19])[CH2:9][CH2:10][NH:11][C:12](=[O:18])[O:13][C:14]([CH3:15])([CH3:16])[CH3:17])=[N:6][CH:7]=1. (4) Reactant: [C:1]([C:3]1[CH:4]=[C:5]2[C:9](=[CH:10][CH:11]=1)[NH:8][CH:7]=[C:6]2[CH2:12][CH2:13][CH2:14][CH2:15][N:16]1[CH2:21][CH2:20][N:19]([C:22]2[CH:23]=[CH:24][C:25]3[O:29][C:28]([C:30](O)=[O:31])=[CH:27][C:26]=3[CH:33]=2)[CH2:18][CH2:17]1)#[N:2].[I-].ClC1C=CC=C[N+]=1CC.C(N(C(C)C)C(C)C)C.[N:53]#[C:54][NH2:55]. Product: [C:54]([NH:55][C:30]([C:28]1[O:29][C:25]2[CH:24]=[CH:23][C:22]([N:19]3[CH2:18][CH2:17][N:16]([CH2:15][CH2:14][CH2:13][CH2:12][C:6]4[C:5]5[C:9](=[CH:10][CH:11]=[C:3]([C:1]#[N:2])[CH:4]=5)[NH:8][CH:7]=4)[CH2:21][CH2:20]3)=[CH:33][C:26]=2[CH:27]=1)=[O:31])#[N:53]. The catalyst class is: 60. (5) Reactant: [H-].[Na+].[F:3][C:4]1[CH:11]=[CH:10][C:7]([CH2:8][OH:9])=[CH:6][CH:5]=1.[CH2:12]([O:14][C:15]([C:17]1[C:22]([C:23]([O:25][CH2:26][CH3:27])=[O:24])=[CH:21][CH:20]=[C:19](Cl)[N:18]=1)=[O:16])[CH3:13].O. Product: [CH2:12]([O:14][C:15]([C:17]1[C:22]([C:23]([O:25][CH2:26][CH3:27])=[O:24])=[CH:21][CH:20]=[C:19]([O:9][CH2:8][C:7]2[CH:10]=[CH:11][C:4]([F:3])=[CH:5][CH:6]=2)[N:18]=1)=[O:16])[CH3:13]. The catalyst class is: 7.